From a dataset of Reaction yield outcomes from USPTO patents with 853,638 reactions. Predict the reaction yield, written as a fraction of the theoretical maximum amount of product (1.0 means a 100% yield; for example, 0.34 means a 34% yield). (1) The reactants are [CH2:1]([NH2:3])[CH3:2].[C:4]([O:8][C:9]([CH3:12])([CH3:11])[CH3:10])(=[O:7])[CH:5]=[CH2:6]. The catalyst is C1COCC1. The product is [CH2:1]([NH:3][CH2:6][CH2:5][C:4]([O:8][C:9]([CH3:12])([CH3:11])[CH3:10])=[O:7])[CH3:2]. The yield is 0.730. (2) The reactants are [CH3:1][O:2][C:3]1[CH:4]=[C:5]2[C:10]3=[C:11]([C:13](=O)[C:14](=O)[N:9]3[CH2:8][CH2:7][CH2:6]2)[CH:12]=1.B.C1COCC1. No catalyst specified. The product is [CH3:1][O:2][C:3]1[CH:4]=[C:5]2[C:10]3=[C:11]([CH:13]=[CH:14][N:9]3[CH2:8][CH2:7][CH2:6]2)[CH:12]=1. The yield is 0.500. (3) The reactants are [N+:1]([C:4]1[CH:5]=[CH:6][C:7]([N:11]2[CH2:16][CH2:15][NH:14][CH2:13][CH2:12]2)=[C:8]([NH2:10])[CH:9]=1)([O-:3])=[O:2].[C:17](Cl)(=[O:24])[C:18]1[CH:23]=[CH:22][CH:21]=[CH:20][CH:19]=1.C(N(CC)CC)C. The catalyst is C(Cl)Cl. The product is [NH2:10][C:8]1[CH:9]=[C:4]([N+:1]([O-:3])=[O:2])[CH:5]=[CH:6][C:7]=1[N:11]1[CH2:12][CH2:13][N:14]([C:17]([C:18]2[CH:23]=[CH:22][CH:21]=[CH:20][CH:19]=2)=[O:24])[CH2:15][CH2:16]1. The yield is 0.860. (4) The reactants are Cl[C:2]1[N:7]=[C:6]([O:8][C:9]2[CH:25]=[CH:24][CH:23]=[CH:22][C:10]=2[CH2:11][NH:12][C:13]([NH:15][C:16]2[O:17][CH:18]=[C:19]([CH3:21])[N:20]=2)=[O:14])[CH:5]=[CH:4][N:3]=1.[NH:26]1[CH2:31][CH2:30][O:29][CH2:28][CH2:27]1. The catalyst is C(O)C. The product is [O:29]1[CH2:30][CH2:31][N:26]([C:2]2[N:7]=[C:6]([O:8][C:9]3[CH:25]=[CH:24][CH:23]=[CH:22][C:10]=3[CH2:11][NH:12][C:13]([NH:15][C:16]3[O:17][CH:18]=[C:19]([CH3:21])[N:20]=3)=[O:14])[CH:5]=[CH:4][N:3]=2)[CH2:27][CH2:28]1. The yield is 0.780. (5) The reactants are [NH2:1][C:2]1[CH:27]=[CH:26][C:5]([O:6][C:7]2[CH:12]=[CH:11][N:10]=[C:9]([NH:13][C:14]([N:16]3[CH2:21][CH2:20][CH:19]([N:22]4[CH2:25][CH2:24][CH2:23]4)[CH2:18][CH2:17]3)=[O:15])[CH:8]=2)=[CH:4][CH:3]=1.[F:28][C:29]1[CH:34]=[CH:33][C:32]([CH2:35][C:36]([N:38]=[C:39]=[O:40])=[O:37])=[CH:31][CH:30]=1. The catalyst is O1CCCC1.C(N(C(C)C)CC)(C)C.C(OCC)(=O)C. The product is [N:22]1([CH:19]2[CH2:18][CH2:17][N:16]([C:14]([NH:13][C:9]3[CH:8]=[C:7]([O:6][C:5]4[CH:4]=[CH:3][C:2]([NH:1][C:39]([NH:38][C:36](=[O:37])[CH2:35][C:32]5[CH:33]=[CH:34][C:29]([F:28])=[CH:30][CH:31]=5)=[O:40])=[CH:27][CH:26]=4)[CH:12]=[CH:11][N:10]=3)=[O:15])[CH2:21][CH2:20]2)[CH2:25][CH2:24][CH2:23]1. The yield is 0.170.